This data is from Full USPTO retrosynthesis dataset with 1.9M reactions from patents (1976-2016). The task is: Predict the reactants needed to synthesize the given product. (1) Given the product [F:8][C:7]1[CH:2]=[C:3]([F:12])[CH:4]=[C:5]([F:10])[CH:6]=1, predict the reactants needed to synthesize it. The reactants are: Cl[C:2]1[C:7]([F:8])=[C:6](Cl)[C:5]([F:10])=[C:4](Cl)[C:3]=1[F:12].C1C=CN=C(C2C=CC=CN=2)C=1. (2) Given the product [C:15]([C:12]1[CH:11]=[CH:10][C:9]([C@H:8]2[N:7]3[N:17]=[C:18]([NH:20][CH2:31][CH:32]4[CH2:33][CH2:34]4)[N:19]=[C:6]3[N:5]([C:35]3[CH:40]=[CH:39][CH:38]=[C:37]([C:41]([F:43])([F:42])[F:44])[CH:36]=3)[C:4]([CH3:45])=[C:3]2[C:1]#[N:2])=[CH:14][CH:13]=1)#[N:16], predict the reactants needed to synthesize it. The reactants are: [C:1]([C:3]1[C@@H:8]([C:9]2[CH:14]=[CH:13][C:12]([C:15]#[N:16])=[CH:11][CH:10]=2)[N:7]2[N:17]=[C:18]([N:20]([CH2:31][CH:32]3[CH2:34][CH2:33]3)C(=O)OCC3C=CC=CC=3)[N:19]=[C:6]2[N:5]([C:35]2[CH:40]=[CH:39][CH:38]=[C:37]([C:41]([F:44])([F:43])[F:42])[CH:36]=2)[C:4]=1[CH3:45])#[N:2]. (3) Given the product [F:1][C:2]1[C:7]([F:8])=[CH:6][CH:5]=[CH:4][C:3]=1[CH2:9][CH2:10][CH:11]1[C:19]2[C:18](=[CH:17][C:16]([O:15][CH3:14])=[C:21]([O:22][CH3:23])[CH:20]=2)[CH2:24][CH2:25][NH:26]1, predict the reactants needed to synthesize it. The reactants are: [F:1][C:2]1[C:7]([F:8])=[CH:6][CH:5]=[CH:4][C:3]=1[CH2:9][CH2:10][C:11](O)=O.[CH3:14][O:15][C:16]1[CH:17]=[C:18]([CH2:24][CH2:25][NH2:26])[CH:19]=[CH:20][C:21]=1[O:22][CH3:23]. (4) Given the product [Br:25][C:11]1[N:12]=[N:13][C:8]([C:6]2[CH:7]=[C:2]([Br:1])[CH:3]=[CH:4][C:5]=2[F:15])=[CH:9][N:10]=1, predict the reactants needed to synthesize it. The reactants are: [Br:1][C:2]1[CH:3]=[CH:4][C:5]([F:15])=[C:6]([C:8]2[N:13]=[N:12][C:11](N)=[N:10][CH:9]=2)[CH:7]=1.N(OCCC(C)C)=O.C(Br)(Br)[Br:25]. (5) Given the product [Cl:19][C:7]1[C:6]2[C:11](=[CH:12][C:13]([O:14][CH3:15])=[C:4]([O:3][CH2:1][CH3:2])[CH:5]=2)[N:10]=[CH:9][N:8]=1, predict the reactants needed to synthesize it. The reactants are: [CH2:1]([O:3][C:4]1[CH:5]=[C:6]2[C:11](=[CH:12][C:13]=1[O:14][CH3:15])[N:10]=[CH:9][NH:8][C:7]2=O)[CH3:2].O=P(Cl)(Cl)[Cl:19]. (6) Given the product [CH3:15][S:16]([C:19]1[CH:24]=[CH:23][CH:22]=[CH:21][C:20]=1[O:8][C:5]1[CH:6]=[CH:7][C:2]([Cl:1])=[CH:3][CH:4]=1)(=[O:18])=[O:17], predict the reactants needed to synthesize it. The reactants are: [Cl:1][C:2]1[CH:7]=[CH:6][C:5]([OH:8])=[CH:4][CH:3]=1.CC(C)([O-])C.[K+].[CH3:15][S:16]([C:19]1[CH:24]=[CH:23][C:22](F)=[CH:21][CH:20]=1)(=[O:18])=[O:17].